Dataset: Catalyst prediction with 721,799 reactions and 888 catalyst types from USPTO. Task: Predict which catalyst facilitates the given reaction. (1) Reactant: C(O)(=O)/C=C/C(O)=O.[Cl:9][C:10]1[CH:29]=[CH:28][C:13]2[C:14]([C:17]3[CH:22]=[CH:21][CH:20]=[CH:19][C:18]=3[CH:23]([CH2:25][C:26]#[CH:27])[NH2:24])=[N:15][O:16][C:12]=2[CH:11]=1. Product: [ClH:9].[O:16]1[C:12]2[CH:11]=[CH:10][CH:29]=[CH:28][C:13]=2[C:14]([C:17]2[CH:22]=[CH:21][CH:20]=[CH:19][C:18]=2[C@H:23]([CH2:25][CH:26]=[CH2:27])[NH2:24])=[N:15]1. The catalyst class is: 5. (2) Reactant: [C:1]([O:5][C:6](=[O:18])[CH2:7][C@@H:8]([CH2:16][OH:17])[CH2:9][C@H:10]([CH3:15])[CH2:11][CH2:12][CH2:13][CH3:14])([CH3:4])([CH3:3])[CH3:2].[C:19]1([CH3:29])[CH:24]=[CH:23][C:22]([S:25](Cl)(=[O:27])=[O:26])=[CH:21][CH:20]=1.C(N(CC)CC)C. Product: [C:1]([O:5][C:6](=[O:18])[CH2:7][C@@H:8]([CH2:16][O:17][S:25]([C:22]1[CH:23]=[CH:24][C:19]([CH3:29])=[CH:20][CH:21]=1)(=[O:27])=[O:26])[CH2:9][C@H:10]([CH3:15])[CH2:11][CH2:12][CH2:13][CH3:14])([CH3:3])([CH3:2])[CH3:4]. The catalyst class is: 64. (3) The catalyst class is: 133. Product: [Cl:27][C:28]1[CH:29]=[C:30]([C:31]2[C:16]([CH2:20][CH2:21][CH2:52][C:42]3[CH:47]=[CH:46][CH:45]=[CH:44][CH:43]=3)([C:17]([NH2:36])=[O:19])[CH:15]([CH3:14])[N:62]=[C:60]([CH3:61])[C:59]=2[C:6]([N:8]2[CH2:9][CH2:10][NH:11][CH2:12][CH2:13]2)=[O:7])[CH:33]=[CH:34][CH:35]=1. Reactant: C(O[C:6]([N:8]1[CH2:13][CH2:12][NH:11][CH2:10][CH2:9]1)=[O:7])(C)(C)C.[CH2:14]=[C:15]1[O:19][C:17](=O)[CH2:16]1.[CH2:20](N(CC)CC)[CH3:21].[Cl:27][C:28]1[CH:29]=[C:30]([CH:33]=[CH:34][CH:35]=1)[CH:31]=O.[NH:36]1CCCCC1.[C:42]1([CH3:52])[CH:47]=[CH:46][C:45](S(O)(=O)=O)=[CH:44][CH:43]=1.C(CCOC(=O)/[CH:59]=[C:60](\[NH2:62])/[CH3:61])#N. (4) Reactant: [CH3:1][CH:2]([CH3:6])[C:3](Cl)=[O:4].[N:7]1([C:13]([N:15]2[CH2:20][CH2:19][N:18]([C:21]3[CH:26]=[CH:25][C:24]([O:27][CH2:28][CH2:29][CH2:30][N:31]4[CH2:36][CH2:35][CH2:34][CH2:33][CH2:32]4)=[CH:23][CH:22]=3)[CH2:17][CH2:16]2)=[O:14])[CH2:12][CH2:11][NH:10][CH2:9][CH2:8]1.C(N(CC)CC)C. Product: [CH3:1][CH:2]([CH3:6])[C:3]([N:10]1[CH2:11][CH2:12][N:7]([C:13]([N:15]2[CH2:20][CH2:19][N:18]([C:21]3[CH:22]=[CH:23][C:24]([O:27][CH2:28][CH2:29][CH2:30][N:31]4[CH2:32][CH2:33][CH2:34][CH2:35][CH2:36]4)=[CH:25][CH:26]=3)[CH2:17][CH2:16]2)=[O:14])[CH2:8][CH2:9]1)=[O:4]. The catalyst class is: 4. (5) Reactant: [OH:1][C@@H:2]([C@H:4]1[C:34](=[O:35])[N:6]2[C:7]([C:21]([O:23][CH2:24][C:25]3[CH:30]=[CH:29][C:28]([N+:31]([O-:33])=[O:32])=[CH:27][CH:26]=3)=[O:22])=[C:8]([C:11]3[S:15][C:14]4=[C:16]([S:19][CH3:20])[N:17]=[CH:18][N:13]4[CH:12]=3)[C@H:9]([CH3:10])[C@H:5]12)[CH3:3].[Br:36][CH2:37][C:38]([N:40]1[CH2:45][CH2:44][O:43][CH2:42][CH2:41]1)=[O:39]. Product: [Br-:36].[OH:1][C@@H:2]([C@H:4]1[C:34](=[O:35])[N:6]2[C:7]([C:21]([O:23][CH2:24][C:25]3[CH:26]=[CH:27][C:28]([N+:31]([O-:33])=[O:32])=[CH:29][CH:30]=3)=[O:22])=[C:8]([C:11]3[S:15][C:14]4=[C:16]([S:19][CH3:20])[N:17]([CH2:37][C:38]([N:40]5[CH2:45][CH2:44][O:43][CH2:42][CH2:41]5)=[O:39])[CH:18]=[N+:13]4[CH:12]=3)[C@H:9]([CH3:10])[C@H:5]12)[CH3:3]. The catalyst class is: 139. (6) Reactant: C(N(CC)CC)C.[C:8](Cl)(=[O:15])[C:9]1[CH:14]=[CH:13][CH:12]=[CH:11][CH:10]=1.[NH2:17][C:18]1[CH:27]=[C:26]([O:28][CH3:29])[CH:25]=[CH:24][C:19]=1[C:20]([O:22][CH3:23])=[O:21]. Product: [C:8]([NH:17][C:18]1[CH:27]=[C:26]([O:28][CH3:29])[CH:25]=[CH:24][C:19]=1[C:20]([O:22][CH3:23])=[O:21])(=[O:15])[C:9]1[CH:14]=[CH:13][CH:12]=[CH:11][CH:10]=1. The catalyst class is: 2. (7) Reactant: [N+:1]1([O-])[C:2]([CH3:7])=[CH:3][CH:4]=[CH:5][CH:6]=1.ICC.[C-:12]#[N:13].[K+]. Product: [C:12]([C:4]1[CH:5]=[CH:6][N:1]=[C:2]([CH3:7])[CH:3]=1)#[N:13]. The catalyst class is: 6.